The task is: Binary Classification. Given protein and peptide amino acid sequences, predict whether they interact or not.. This data is from Protein-peptide binding for MDM2, ACE2, and 12ca5 with 34 validated binders. The protein target is MDM2 with sequence MCNTNMSVPTDGAVTTSQIPASEQETLVRPKPLLLKLLKSVGAQKDTYTMKEVLFYLGQYIMTKRLYDEKQQHIVYCSNDLLGDLFGVPSFSVKEHRKIYTMIYRNLVVVNQQESSDSGTSVSENRCHLEGGSDQKDLVQELQEEKPSSSHLVSRPSTSSRRRAISETEENSDELSGERQRKRHKSDSISLSFDESLALCVIREICCERSSSSESTGTPSNPDLDAGVSEHSGDWLDQDSVSDQFSVEFEVESLDSEDYSLSEEGQELSDEDDEVYQVTVYQAGESDTDSFEEDPEISLADYWKCTSCNEMNPPLPSHCNRCWALRENWLPEDKGKDKGEISEKAKLENSTQAEEGFDVPDCKKTIVNDSRESCVEENDDKITQASQSQESEDYSQPSTSSSIIYSSQEDVKEFEREETQDKEESVESSLPLNAIEPCVICQGRPKNGCIVHGKTGHLMACFTCAKKLKKRNKPCPVCRQPIQMIVLTYFP. The peptide is ASAAAYWAALAAK.